Dataset: Forward reaction prediction with 1.9M reactions from USPTO patents (1976-2016). Task: Predict the product of the given reaction. (1) Given the reactants [NH:1]1[C:5]2=[N:6][CH:7]=[C:8]([C:10]([O:12][CH3:13])=[O:11])[CH:9]=[C:4]2[CH:3]=[CH:2]1.C(=O)([O-])[O-].[K+].[K+].[I:20]I.S(=O)(O)[O-].[Na+], predict the reaction product. The product is: [I:20][C:3]1[C:4]2[C:5](=[N:6][CH:7]=[C:8]([C:10]([O:12][CH3:13])=[O:11])[CH:9]=2)[NH:1][CH:2]=1. (2) Given the reactants Cl.O.[NH:3]1[CH2:8][CH2:7][C:6](=[O:9])[CH2:5][CH2:4]1.[I-].[K+].Br[CH2:13][CH2:14][O:15][CH2:16][C:17]1[CH:22]=[CH:21][CH:20]=[CH:19][CH:18]=1.C([O-])([O-])=O.[K+].[K+], predict the reaction product. The product is: [CH2:16]([O:15][CH2:14][CH2:13][N:3]1[CH2:8][CH2:7][C:6](=[O:9])[CH2:5][CH2:4]1)[C:17]1[CH:22]=[CH:21][CH:20]=[CH:19][CH:18]=1.